Dataset: Full USPTO retrosynthesis dataset with 1.9M reactions from patents (1976-2016). Task: Predict the reactants needed to synthesize the given product. (1) Given the product [CH3:18][N:17]([CH3:19])[CH2:16][CH2:15][NH:14][C:8]1[C:9]([F:13])=[CH:10][CH:11]=[CH:12][C:7]=1[CH:6]1[N:5]([CH2:4][CH2:3][C:2]([CH3:21])([CH3:20])[CH3:1])[C:24](=[O:25])[CH:23]([CH2:27][C:28]([OH:30])=[O:29])[S:22]1, predict the reactants needed to synthesize it. The reactants are: [CH3:1][C:2]([CH3:21])([CH3:20])[CH2:3][CH2:4]/[N:5]=[CH:6]/[C:7]1[CH:12]=[CH:11][CH:10]=[C:9]([F:13])[C:8]=1[NH:14][CH2:15][CH2:16][N:17]([CH3:19])[CH3:18].[SH:22][C@@H:23]([CH2:27][C:28]([OH:30])=[O:29])[C:24](O)=[O:25]. (2) Given the product [CH3:26][O:25][C:22]1[CH:23]=[CH:24][C:19]([C:16]2[O:15][C:14]([CH2:13][NH:11][C:8]34[CH2:10][CH:4]5[CH2:5][CH:6]([CH2:1][CH:2]([CH2:3]5)[CH2:9]3)[CH2:7]4)=[N:18][N:17]=2)=[CH:20][CH:21]=1, predict the reactants needed to synthesize it. The reactants are: [CH2:1]1[CH:6]2[CH2:7][C:8]3([NH2:11])[CH2:10][CH:4]([CH2:5]2)[CH2:3][CH:2]1[CH2:9]3.Cl[CH2:13][C:14]1[O:15][C:16]([C:19]2[CH:24]=[CH:23][C:22]([O:25][CH3:26])=[CH:21][CH:20]=2)=[N:17][N:18]=1.